Dataset: Reaction yield outcomes from USPTO patents with 853,638 reactions. Task: Predict the reaction yield, written as a fraction of the theoretical maximum amount of product (1.0 means a 100% yield; for example, 0.34 means a 34% yield). (1) The reactants are [CH3:1][C:2]1[C:11]2[C:6](=[CH:7][C:8]([CH3:12])=[CH:9][CH:10]=2)[C:5]([N:13]2[CH:17]=[N:16][N:15]=[C:14]2[SH:18])=[CH:4][CH:3]=1.Br[CH2:20][C:21]([O:23][CH2:24][CH3:25])=[O:22].C(=O)([O-])[O-].[K+].[K+].CN(C=O)C. The catalyst is C1COCC1.O. The product is [CH3:1][C:2]1[C:11]2[C:6](=[CH:7][C:8]([CH3:12])=[CH:9][CH:10]=2)[C:5]([N:13]2[CH:17]=[N:16][N:15]=[C:14]2[S:18][CH2:20][C:21]([O:23][CH2:24][CH3:25])=[O:22])=[CH:4][CH:3]=1. The yield is 0.860. (2) The reactants are [NH2:1][C:2]1[S:3][C:4]2[C:9]([N:10]=1)=[CH:8][CH:7]=[C:6]([C:11]1[CH:12]=[C:13]([CH:19]=[CH:20][CH:21]=1)[C:14]([O:16]CC)=[O:15])[N:5]=2.C1COCC1.O.[OH-].[Li+].Cl. The catalyst is O.CO. The product is [NH2:1][C:2]1[S:3][C:4]2[C:9]([N:10]=1)=[CH:8][CH:7]=[C:6]([C:11]1[CH:12]=[C:13]([CH:19]=[CH:20][CH:21]=1)[C:14]([OH:16])=[O:15])[N:5]=2. The yield is 0.850. (3) The reactants are [OH:1][C:2]([CH3:34])([CH3:33])[CH2:3][C@@:4]1([C:27]2[CH:32]=[CH:31][CH:30]=[CH:29][CH:28]=2)[O:9][C:8](=[O:10])[N:7]([C@H:11]([C:13]2[CH:18]=[CH:17][C:16]([C:19]3[CH:24]=[CH:23][N:22]=[C:21]([O:25]C)[CH:20]=3)=[CH:15][CH:14]=2)[CH3:12])[CH2:6][CH2:5]1.[C:35](=O)([O-])[O-].[K+].[K+].IC.Cl. The catalyst is C(#N)C. The product is [OH:1][C:2]([CH3:34])([CH3:33])[CH2:3][C@@:4]1([C:27]2[CH:28]=[CH:29][CH:30]=[CH:31][CH:32]=2)[O:9][C:8](=[O:10])[N:7]([C@H:11]([C:13]2[CH:14]=[CH:15][C:16]([C:19]3[CH:24]=[CH:23][N:22]([CH3:35])[C:21](=[O:25])[CH:20]=3)=[CH:17][CH:18]=2)[CH3:12])[CH2:6][CH2:5]1. The yield is 0.520.